From a dataset of Full USPTO retrosynthesis dataset with 1.9M reactions from patents (1976-2016). Predict the reactants needed to synthesize the given product. (1) Given the product [F:1][C:2]1[CH:11]=[CH:10][CH:9]=[C:8]2[C:3]=1[CH:4]=[C:5]([NH2:13])[C:6]([CH3:12])=[N:7]2, predict the reactants needed to synthesize it. The reactants are: [F:1][C:2]1[CH:11]=[CH:10][CH:9]=[C:8]2[C:3]=1[CH:4]=[C:5]([NH:13]C(=O)C)[C:6]([CH3:12])=[N:7]2.Cl. (2) Given the product [C:20]1([C:37]2[CH:38]=[CH:39][CH:40]=[CH:41][CH:42]=2)[CH:25]=[CH:24][CH:23]=[CH:22][C:21]=1[C:26]1[N:8]([C:7]2[CH:6]=[C:5]([C:1]([CH3:4])([CH3:3])[CH3:2])[CH:11]=[C:10]([C:12]([CH3:15])([CH3:14])[CH3:13])[CH:9]=2)[C:28]([C:31]2[CH:32]=[CH:33][CH:34]=[CH:35][CH:36]=2)=[N:29][N:30]=1, predict the reactants needed to synthesize it. The reactants are: [C:1]([C:5]1[CH:6]=[C:7]([CH:9]=[C:10]([C:12]([CH3:15])([CH3:14])[CH3:13])[CH:11]=1)[NH2:8])([CH3:4])([CH3:3])[CH3:2].[Cl-].[Al+3].[Cl-].[Cl-].[C:20]1([C:37]2[CH:42]=[CH:41][CH:40]=[CH:39][CH:38]=2)[CH:25]=[CH:24][CH:23]=[CH:22][C:21]=1[C:26]1O[C:28]([C:31]2[CH:36]=[CH:35][CH:34]=[CH:33][CH:32]=2)=[N:29][N:30]=1. (3) The reactants are: [Cl:1][C:2]1[C:3]([C:8]2[CH:16]=[CH:15][C:11]([C:12](O)=O)=[CH:10][CH:9]=2)=[N:4][CH:5]=[CH:6][CH:7]=1.[F:17][C:18]([F:28])([F:27])[C:19]1[CH:20]=[C:21]([NH2:26])[C:22]([NH2:25])=[CH:23][CH:24]=1.C([O-])(O)=O.[Na+]. Given the product [Cl:1][C:2]1[C:3]([C:8]2[CH:16]=[CH:15][C:11]([C:12]3[NH:26][C:21]4[CH:20]=[C:19]([C:18]([F:17])([F:27])[F:28])[CH:24]=[CH:23][C:22]=4[N:25]=3)=[CH:10][CH:9]=2)=[N:4][CH:5]=[CH:6][CH:7]=1, predict the reactants needed to synthesize it. (4) The reactants are: [CH3:1][O:2][C:3]1[CH:8]=[CH:7][C:6]([C:9]2[O:13][C:12]([C:14]([N:16]3[CH2:19][CH:18]([O:20][C:21]4[CH:28]=[CH:27][C:24]([CH:25]=O)=[C:23]([CH3:29])[CH:22]=4)[CH2:17]3)=[O:15])=[N:11][N:10]=2)=[CH:5][CH:4]=1.FC(F)(F)C(O)=O.[CH2:37]([C:39]1([OH:43])[CH2:42][NH:41][CH2:40]1)[CH3:38]. Given the product [CH2:37]([C:39]1([OH:43])[CH2:42][N:41]([CH2:25][C:24]2[CH:27]=[CH:28][C:21]([O:20][CH:18]3[CH2:19][N:16]([C:14]([C:12]4[O:13][C:9]([C:6]5[CH:7]=[CH:8][C:3]([O:2][CH3:1])=[CH:4][CH:5]=5)=[N:10][N:11]=4)=[O:15])[CH2:17]3)=[CH:22][C:23]=2[CH3:29])[CH2:40]1)[CH3:38], predict the reactants needed to synthesize it. (5) Given the product [OH:16][CH2:15][CH2:17][NH:18][C:1]([C:4]1[CH:9]=[CH:8][C:7]([B:10]([OH:12])[OH:11])=[C:6]([O:13][CH3:14])[CH:5]=1)=[O:3], predict the reactants needed to synthesize it. The reactants are: [C:1]([C:4]1[CH:9]=[CH:8][C:7]([B:10]([OH:12])[OH:11])=[C:6]([O:13][CH3:14])[CH:5]=1)([OH:3])=O.[CH2:15]([CH2:17][NH2:18])[OH:16]. (6) Given the product [C:1]([O:5][C:6](=[O:16])[N:7]([C@H:9]1[CH2:10][CH2:11][C@H:12]([O:15][CH2:22][CH2:21][CH2:20][CH2:19][CH2:18][Br:17])[CH2:13][CH2:14]1)[CH3:8])([CH3:4])([CH3:2])[CH3:3], predict the reactants needed to synthesize it. The reactants are: [C:1]([O:5][C:6](=[O:16])[N:7]([C@H:9]1[CH2:14][CH2:13][C@H:12]([OH:15])[CH2:11][CH2:10]1)[CH3:8])([CH3:4])([CH3:3])[CH3:2].[Br:17][CH2:18][CH2:19][CH2:20][CH2:21][CH2:22]Br. (7) Given the product [Cl:31][CH:8]([C:5]1[CH:6]=[CH:7][C:2]([Cl:1])=[CH:3][CH:4]=1)[C:10]1[CH:11]=[C:12]([C:16]2[CH:17]=[C:18]([CH:26]([CH3:28])[CH3:27])[CH:19]=[C:20]3[C:25]=2[N:24]=[CH:23][CH:22]=[CH:21]3)[CH:13]=[CH:14][CH:15]=1, predict the reactants needed to synthesize it. The reactants are: [Cl:1][C:2]1[CH:7]=[CH:6][C:5]([CH:8]([C:10]2[CH:15]=[CH:14][CH:13]=[C:12]([C:16]3[CH:17]=[C:18]([CH:26]([CH3:28])[CH3:27])[CH:19]=[C:20]4[C:25]=3[N:24]=[CH:23][CH:22]=[CH:21]4)[CH:11]=2)O)=[CH:4][CH:3]=1.O=S(Cl)[Cl:31]. (8) Given the product [O:13]1[C:17]([C:18]2[CH:19]=[CH:20][C:21]([NH:24][N:25]=[CH:8][C:7]3[CH:10]=[CH:11][CH:12]=[C:5]([CH2:4][N:2]([CH3:3])[CH3:1])[CH:6]=3)=[CH:22][CH:23]=2)=[CH:16][N:15]=[CH:14]1, predict the reactants needed to synthesize it. The reactants are: [CH3:1][N:2]([CH2:4][C:5]1[CH:6]=[C:7]([CH:10]=[CH:11][CH:12]=1)[CH:8]=O)[CH3:3].[O:13]1[C:17]([C:18]2[CH:23]=[CH:22][C:21]([NH:24][NH2:25])=[CH:20][CH:19]=2)=[CH:16][N:15]=[CH:14]1.